This data is from Full USPTO retrosynthesis dataset with 1.9M reactions from patents (1976-2016). The task is: Predict the reactants needed to synthesize the given product. (1) Given the product [CH3:27][N:29]1[CH2:33][CH2:32][CH2:31][CH2:30]1.[NH2:1][C@H:2]([C:4]([NH:6][CH2:7][C:8]([NH:10][C@H:11]([C:15]([NH:17][C@H:18]([C:27]([NH:29][C@@H:30]([C:40]([NH2:42])=[O:41])[CH2:31][CH2:32][C:33](=[O:39])[O:34][C:35]([CH3:38])([CH3:37])[CH3:36])=[O:28])[CH2:19][C:20](=[O:26])[O:21][C:22]([CH3:25])([CH3:24])[CH3:23])=[O:16])[C@@H:12]([CH3:14])[OH:13])=[O:9])=[O:5])[CH3:3], predict the reactants needed to synthesize it. The reactants are: [NH2:1][C@H:2]([C:4]([NH:6][CH2:7][C:8]([NH:10][C@H:11]([C:15]([NH:17][C@H:18]([C:27]([NH:29][C@@H:30]([C:40]([NH:42]C(OCC1C2C(=CC=CC=2)C2C1=CC=CC=2)=O)=[O:41])[CH2:31][CH2:32][C:33](=[O:39])[O:34][C:35]([CH3:38])([CH3:37])[CH3:36])=[O:28])[CH2:19][C:20](=[O:26])[O:21][C:22]([CH3:25])([CH3:24])[CH3:23])=[O:16])[C@@H:12]([CH3:14])[OH:13])=[O:9])=[O:5])[CH3:3]. (2) Given the product [OH:1][C:2]1[CH:7]=[C:6]([OH:8])[CH:5]=[CH:4][C:3]=1[C:9]1[S:10][CH:11]=[C:12]([C:14]([OH:16])=[O:15])[N:13]=1, predict the reactants needed to synthesize it. The reactants are: [OH:1][C:2]1[CH:7]=[C:6]([OH:8])[CH:5]=[CH:4][C:3]=1[C:9]1[S:10][CH2:11][CH:12]([C:14]([OH:16])=[O:15])[N:13]=1. (3) Given the product [C:1]([C:3]1[CH:4]=[CH:5][C:6]([C:7]([NH:9][C:10]2[N:14]([CH2:15][CH2:16][O:17][CH3:18])[C:13]3[CH:19]=[CH:20][C:21]([CH2:23][OH:24])=[CH:22][C:12]=3[N:11]=2)=[O:8])=[CH:35][CH:36]=1)#[N:2], predict the reactants needed to synthesize it. The reactants are: [C:1]([C:3]1[CH:36]=[CH:35][C:6]([C:7]([NH:9][C:10]2[N:14]([CH2:15][CH2:16][O:17][CH3:18])[C:13]3[CH:19]=[CH:20][C:21]([CH2:23][O:24][Si](C(C)C)(C(C)C)C(C)C)=[CH:22][C:12]=3[N:11]=2)=[O:8])=[CH:5][CH:4]=1)#[N:2].Cl. (4) Given the product [CH3:1][N:2]([CH2:14][C:15]1[CH:16]=[CH:17][C:18]([CH:21]=[O:22])=[CH:19][CH:20]=1)[C:3]1[S:4][CH:5]=[C:6]([C:8]2[CH:9]=[CH:10][CH:11]=[CH:12][CH:13]=2)[N:7]=1, predict the reactants needed to synthesize it. The reactants are: [CH3:1][N:2]([CH2:14][C:15]1[CH:20]=[CH:19][C:18]([CH2:21][OH:22])=[CH:17][CH:16]=1)[C:3]1[S:4][CH:5]=[C:6]([C:8]2[CH:13]=[CH:12][CH:11]=[CH:10][CH:9]=2)[N:7]=1. (5) Given the product [Cl:20][C:21]1[CH:22]=[N:23][C:24]([N:27]2[CH2:32][CH2:31][CH:30]([C@H:33]([CH3:37])[CH2:34][C:35]#[CH:2])[CH2:29][CH2:28]2)=[N:25][CH:26]=1, predict the reactants needed to synthesize it. The reactants are: [Li][CH2:2]CCC.C(NC(C)C)(C)C.C[Si](C=[N+]=[N-])(C)C.[Cl:20][C:21]1[CH:22]=[N:23][C:24]([N:27]2[CH2:32][CH2:31][CH:30]([C@H:33]([CH3:37])[CH2:34][CH:35]=O)[CH2:29][CH2:28]2)=[N:25][CH:26]=1. (6) The reactants are: [Br:1][C:2]1[CH:17]=[CH:16][C:5]([NH:6][C:7]2[CH:12]=[CH:11][C:10]([O:13][CH2:14][CH3:15])=[CH:9][CH:8]=2)=[C:4]([N+:18]([O-])=O)[CH:3]=1.O.O.[Sn](Cl)(Cl)(Cl)Cl.C(=O)(O)[O-].[Na+]. Given the product [Br:1][C:2]1[CH:3]=[C:4]([NH2:18])[C:5]([NH:6][C:7]2[CH:8]=[CH:9][C:10]([O:13][CH2:14][CH3:15])=[CH:11][CH:12]=2)=[CH:16][CH:17]=1, predict the reactants needed to synthesize it.